From a dataset of Reaction yield outcomes from USPTO patents with 853,638 reactions. Predict the reaction yield, written as a fraction of the theoretical maximum amount of product (1.0 means a 100% yield; for example, 0.34 means a 34% yield). (1) The reactants are Cl.[Cl:2][C:3]1[CH:8]=[CH:7][C:6]([C:9]2([CH:13]3[C:22]4[C:17](=[CH:18][CH:19]=[C:20]([O:23][CH2:24][CH2:25][NH:26][S:27]([CH2:30][CH2:31][CH2:32][CH3:33])(=[O:29])=[O:28])[CH:21]=4)[CH2:16][CH2:15][NH:14]3)[CH2:12][CH2:11][CH2:10]2)=[CH:5][CH:4]=1.[C:34](=O)([O-])[O-].[K+].[K+].CI. The catalyst is CC(C)=O.[OH-].[Na+]. The product is [Cl:2][C:3]1[CH:8]=[CH:7][C:6]([C:9]2([CH:13]3[C:22]4[C:17](=[CH:18][CH:19]=[C:20]([O:23][CH2:24][CH2:25][NH:26][S:27]([CH2:30][CH2:31][CH2:32][CH3:33])(=[O:28])=[O:29])[CH:21]=4)[CH2:16][CH2:15][N:14]3[CH3:34])[CH2:10][CH2:11][CH2:12]2)=[CH:5][CH:4]=1. The yield is 0.130. (2) The reactants are [NH:1]1[CH:5]=[CH:4][CH:3]=[CH:2]1.[OH-].[Na+].[C:8]1([CH3:18])[CH:13]=[CH:12][C:11]([S:14](Cl)(=[O:16])=[O:15])=[CH:10][CH:9]=1. The catalyst is ClC(Cl)C. The product is [C:8]1([CH3:18])[CH:13]=[CH:12][C:11]([S:14]([N:1]2[CH:5]=[CH:4][CH:3]=[CH:2]2)(=[O:16])=[O:15])=[CH:10][CH:9]=1. The yield is 0.760. (3) The reactants are [Br:1][C:2]1[CH:3]=[C:4]([N+:13]([O-])=O)[C:5]([CH3:12])=[C:6]([CH:11]=1)[C:7]([O:9][CH3:10])=[O:8].[Cl-].[NH4+]. The catalyst is C(O)C.C(=O)(O)[O-].[Na+].[Fe]. The product is [NH2:13][C:4]1[C:5]([CH3:12])=[C:6]([CH:11]=[C:2]([Br:1])[CH:3]=1)[C:7]([O:9][CH3:10])=[O:8]. The yield is 0.850. (4) The reactants are Br[CH2:2][C:3]1[C:13]([Cl:14])=[N:12][CH:11]=[CH:10][C:4]=1[C:5]([O:7]CC)=O.Cl.[F:16][C:17]([F:31])([CH3:30])[CH2:18][O:19][C:20]1[C:21]([CH3:29])=[CH:22][C:23]([CH:26]([NH2:28])[CH3:27])=[N:24][CH:25]=1. No catalyst specified. The product is [Cl:14][C:13]1[C:3]2[CH2:2][N:28]([CH:26]([C:23]3[CH:22]=[C:21]([CH3:29])[C:20]([O:19][CH2:18][C:17]([F:31])([F:16])[CH3:30])=[CH:25][N:24]=3)[CH3:27])[C:5](=[O:7])[C:4]=2[CH:10]=[CH:11][N:12]=1. The yield is 0.820. (5) The reactants are [NH2:1][C:2]1[N:7]=[C:6]([N:8]([CH3:15])[C:9]2[CH:14]=[CH:13][CH:12]=[CH:11][CH:10]=2)[N:5]=[C:4]([C:16]2[N:20]=[C:19]([C:21]3[CH:22]=[CH:23][C:24]([C:27](OC)=[O:28])=[N:25][CH:26]=3)[O:18][N:17]=2)[N:3]=1.[BH4-].[Na+]. The catalyst is C1COCC1. The product is [NH2:1][C:2]1[N:7]=[C:6]([N:8]([CH3:15])[C:9]2[CH:10]=[CH:11][CH:12]=[CH:13][CH:14]=2)[N:5]=[C:4]([C:16]2[N:20]=[C:19]([C:21]3[CH:22]=[CH:23][C:24]([CH2:27][OH:28])=[N:25][CH:26]=3)[O:18][N:17]=2)[N:3]=1. The yield is 0.670. (6) The catalyst is ClCCl. The yield is 0.950. The reactants are C(OC(=O)[NH:7][C@H:8]([C:10](=[O:43])[NH:11][C@H:12]([C:20](=[O:42])[NH:21][C@@H:22]([CH2:35][C:36]1[CH:41]=[CH:40][CH:39]=[CH:38][CH:37]=1)[C:23]([C:25](=[O:34])[NH:26][CH2:27][C:28]1[CH:33]=[CH:32][CH:31]=[CH:30][CH:29]=1)=[O:24])[CH2:13][C:14]1[CH:19]=[CH:18][CH:17]=[CH:16][CH:15]=1)[CH3:9])(C)(C)C.[C:45]([OH:51])([C:47]([F:50])([F:49])[F:48])=[O:46]. The product is [F:48][C:47]([F:50])([F:49])[C:45]([OH:51])=[O:46].[NH2:7][C@@H:8]([CH3:9])[C:10]([NH:11][C@@H:12]([CH2:13][C:14]1[CH:19]=[CH:18][CH:17]=[CH:16][CH:15]=1)[C:20]([NH:21][C@@H:22]([CH2:35][C:36]1[CH:41]=[CH:40][CH:39]=[CH:38][CH:37]=1)[C:23](=[O:24])[C:25]([NH:26][CH2:27][C:28]1[CH:29]=[CH:30][CH:31]=[CH:32][CH:33]=1)=[O:34])=[O:42])=[O:43]. (7) The reactants are [F:1][C:2]([F:23])([F:22])[C:3]([C:12]1[CH:17]=[CH:16][C:15]([OH:18])=[C:14]([CH2:19][CH2:20][CH3:21])[CH:13]=1)([O:8][CH2:9][O:10][CH3:11])[C:4]([F:7])([F:6])[F:5].C(=O)([O-])[O-].[K+].[K+].Cl[C:31]1[CH:32]=[C:33]([C:38]([N+:41]([O-:43])=[O:42])=[CH:39][N:40]=1)[C:34]([O:36][CH3:37])=[O:35].Cl. The catalyst is CN(C)C=O.O. The product is [F:1][C:2]([F:22])([F:23])[C:3]([C:12]1[CH:17]=[CH:16][C:15]([O:18][C:31]2[CH:32]=[C:33]([C:38]([N+:41]([O-:43])=[O:42])=[CH:39][N:40]=2)[C:34]([O:36][CH3:37])=[O:35])=[C:14]([CH2:19][CH2:20][CH3:21])[CH:13]=1)([O:8][CH2:9][O:10][CH3:11])[C:4]([F:6])([F:5])[F:7]. The yield is 0.730.